Dataset: Forward reaction prediction with 1.9M reactions from USPTO patents (1976-2016). Task: Predict the product of the given reaction. (1) Given the reactants [C:1]([C:4]1([CH3:26])[C:9]([NH2:10])=[CH:8][C:7]([C:11](N2C3C(=CC=CC=3)C(C)CC2(C)C)=[O:12])=[CH:6][CH2:5]1)(=[O:3])[CH3:2].[O:27]1[CH:31]=[CH:30][CH:29]=[C:28]1[C:32](Cl)=[O:33].[CH:35]([N:38](CC)[CH:39]([CH3:41])[CH3:40])([CH3:37])[CH3:36], predict the reaction product. The product is: [C:1]([C:4]1([CH3:26])[C:9]([NH:10][C:32]([C:28]2[O:27][CH:31]=[CH:30][CH:29]=2)=[O:33])=[CH:8][CH:7]([C:11]([C:5]2[C:35]([CH3:36])([CH3:37])[NH:38][C:39]3[C:40]([C:6]=2[CH3:7])=[CH:4][CH:1]=[CH:2][CH:41]=3)=[O:12])[CH2:6][CH2:5]1)(=[O:3])[CH3:2]. (2) Given the reactants [CH3:1][S:2]([N:5]1[CH2:10][CH2:9][N:8]([C:11]2[CH:16]=[CH:15][C:14]([C:17]#[C:18][C:19]3[CH:24]=[CH:23][C:22]([C:25]([F:28])([F:27])[F:26])=[CH:21][N:20]=3)=[CH:13][N:12]=2)[CH2:7][CH2:6]1)(=[O:4])=[O:3].[Li+].C[Si]([N-][Si](C)(C)C)(C)C.P(Cl)(OCC)(OCC)=O.[N:48]1[CH:53]=[CH:52][CH:51]=[N:50][C:49]=1[CH2:54][CH2:55][CH2:56][CH:57]=O, predict the reaction product. The product is: [F:27][C:25]([F:26])([F:28])[C:22]1[CH:23]=[CH:24][C:19]([C:18]#[C:17][C:14]2[CH:15]=[CH:16][C:11]([N:8]3[CH2:9][CH2:10][N:5]([S:2]([CH:1]=[CH:57][CH2:56][CH2:55][CH2:54][C:49]4[N:50]=[CH:51][CH:52]=[CH:53][N:48]=4)(=[O:4])=[O:3])[CH2:6][CH2:7]3)=[N:12][CH:13]=2)=[N:20][CH:21]=1. (3) Given the reactants [NH2:1][C:2]1[CH:3]=[CH:4][C:5]([C:8]#[N:9])=[N:6][CH:7]=1.C(N(CC)CC)C.[C:17]1([CH2:23][C:24](Cl)=[O:25])[CH:22]=[CH:21][CH:20]=[CH:19][CH:18]=1, predict the reaction product. The product is: [C:8]([C:5]1[N:6]=[CH:7][C:2]([NH:1][C:24](=[O:25])[CH2:23][C:17]2[CH:22]=[CH:21][CH:20]=[CH:19][CH:18]=2)=[CH:3][CH:4]=1)#[N:9]. (4) Given the reactants Cl.[CH3:2][CH:3]([O:5][C:6]1[CH:13]=[CH:12][C:11]([C:14]2[S:15][C:16]([C:19]3[C:20]([CH3:29])=[C:21]4[C:26](=[CH:27][CH:28]=3)[CH2:25][NH:24][CH2:23][CH2:22]4)=[N:17][N:18]=2)=[CH:10][C:7]=1[C:8]#[N:9])[CH3:4].C(=O)([O-])[O-].[K+].[K+].Br[CH2:37][CH2:38][CH2:39][C:40]([O:42][CH2:43][CH3:44])=[O:41], predict the reaction product. The product is: [C:8]([C:7]1[CH:10]=[C:11]([C:14]2[S:15][C:16]([C:19]3[C:20]([CH3:29])=[C:21]4[C:26](=[CH:27][CH:28]=3)[CH2:25][N:24]([CH2:37][CH2:38][CH2:39][C:40]([O:42][CH2:43][CH3:44])=[O:41])[CH2:23][CH2:22]4)=[N:17][N:18]=2)[CH:12]=[CH:13][C:6]=1[O:5][CH:3]([CH3:2])[CH3:4])#[N:9].